Task: Predict the reactants needed to synthesize the given product.. Dataset: Full USPTO retrosynthesis dataset with 1.9M reactions from patents (1976-2016) (1) Given the product [Br:1][CH2:2][CH2:3][O:11][C:12]1[CH:13]=[C:14]([CH:19]=[CH:20][CH:21]=1)[C:15]([O:17][CH3:18])=[O:16], predict the reactants needed to synthesize it. The reactants are: [Br:1][CH2:2][CH2:3]Br.C(=O)([O-])[O-].[K+].[K+].[OH:11][C:12]1[CH:13]=[C:14]([CH:19]=[CH:20][CH:21]=1)[C:15]([O:17][CH3:18])=[O:16]. (2) The reactants are: [CH3:1][C:2]1[C:6]([CH2:7][C:8]([OH:10])=O)=[C:5]([CH3:11])[O:4][N:3]=1.CN(C=O)C.C(Cl)(C(Cl)=O)=O.[NH2:23][C:24]1[CH:29]=[CH:28][C:27]([N:30]2[CH2:35][CH2:34][N:33]([CH:36]([C:44]3[CH:49]=[CH:48][CH:47]=[CH:46][CH:45]=3)[C:37]([N:39]([CH2:42][CH3:43])[CH2:40][CH3:41])=[O:38])[CH2:32][CH2:31]2)=[C:26]([F:50])[CH:25]=1. Given the product [CH3:1][C:2]1[C:6]([CH2:7][C:8]([NH:23][C:24]2[CH:29]=[CH:28][C:27]([N:30]3[CH2:35][CH2:34][N:33]([CH:36]([C:44]4[CH:45]=[CH:46][CH:47]=[CH:48][CH:49]=4)[C:37]([N:39]([CH2:40][CH3:41])[CH2:42][CH3:43])=[O:38])[CH2:32][CH2:31]3)=[C:26]([F:50])[CH:25]=2)=[O:10])=[C:5]([CH3:11])[O:4][N:3]=1, predict the reactants needed to synthesize it. (3) Given the product [CH3:24][O:23][C:20]1[CH:21]=[C:22]2[C:17](=[CH:18][C:19]=1[O:25][CH3:26])[N:16]=[CH:15][CH:14]=[C:13]2[O:10][C:7]1[CH:8]=[CH:9][C:4]([NH2:3])=[CH:5][C:6]=1[F:11], predict the reactants needed to synthesize it. The reactants are: [H-].[Na+].[NH2:3][C:4]1[CH:9]=[CH:8][C:7]([OH:10])=[C:6]([F:11])[CH:5]=1.Cl[C:13]1[C:22]2[C:17](=[CH:18][C:19]([O:25][CH3:26])=[C:20]([O:23][CH3:24])[CH:21]=2)[N:16]=[CH:15][CH:14]=1. (4) The reactants are: [Cl:1][C:2]1[CH:10]=[CH:9][C:8]2[NH:7][C:6]3[CH2:11][CH2:12][N:13]([CH3:15])[CH2:14][C:5]=3[C:4]=2[CH:3]=1.[OH-].[K+].[CH2:18]([C:20]1[CH:25]=[CH:24][C:23]([CH:26]=[CH2:27])=[CH:22][N:21]=1)[CH3:19]. Given the product [Cl:1][C:2]1[CH:10]=[CH:9][C:8]2[N:7]([CH2:27][CH2:26][C:23]3[CH:22]=[N:21][C:20]([CH2:18][CH3:19])=[CH:25][CH:24]=3)[C:6]3[CH2:11][CH2:12][N:13]([CH3:15])[CH2:14][C:5]=3[C:4]=2[CH:3]=1, predict the reactants needed to synthesize it. (5) Given the product [CH2:1]([O:3][C:4]1[CH:5]=[C:6]([CH2:7][OH:8])[CH:9]=[CH:10][C:11]=1[O:12][Si:16]([CH:20]([CH3:22])[CH3:21])([CH:17]([CH3:19])[CH3:18])[CH:13]([CH3:15])[CH3:14])[CH3:2], predict the reactants needed to synthesize it. The reactants are: [CH2:1]([O:3][C:4]1[CH:5]=[C:6]([CH:9]=[CH:10][C:11]=1[OH:12])[CH:7]=[O:8])[CH3:2].[CH:13]([Si:16](Cl)([CH:20]([CH3:22])[CH3:21])[CH:17]([CH3:19])[CH3:18])([CH3:15])[CH3:14].N1C=CN=C1. (6) Given the product [I:14][C:3]1[C:4]2[C:5](=[N:6][CH:7]=[C:8]([C:10]#[N:11])[CH:9]=2)[NH:1][CH:2]=1, predict the reactants needed to synthesize it. The reactants are: [NH:1]1[C:5]2=[N:6][CH:7]=[C:8]([C:10]#[N:11])[CH:9]=[C:4]2[CH:3]=[CH:2]1.[OH-].[K+].[I:14]I.[O-]S([O-])(=S)=O.[Na+].[Na+].